Dataset: Experimentally validated miRNA-target interactions with 360,000+ pairs, plus equal number of negative samples. Task: Binary Classification. Given a miRNA mature sequence and a target amino acid sequence, predict their likelihood of interaction. The miRNA is hsa-miR-195-5p with sequence UAGCAGCACAGAAAUAUUGGC. The protein sequence of the target gene is MSVVGIDLGFQSCYVAVARAGGIETIANEYSDRCTPACVSFGPKNRSVGAAAKSQVISNAKNTVQGFKRFHGRAFSDPFVEAEKSNLAYDIVQLPTGLTGIKVTYMEEERNFTTEQVTAMLLSKLKETAESVLKKPVVDCVVSVPSFYTDAERRSVMDATQIAGLNCLRLMNETTAVALAYGIYKQDLPALEEKPRNVVFVDMGHSAYQVSVCAFNRGKLKVLATAFDTTLGGRKFDEVLVNHFCEEFGKKYKLDIKSKVRALLRLSQECEKLKKLMSANASDLPLSIECFMNDIDVSGT.... Result: 0 (no interaction).